From a dataset of Reaction yield outcomes from USPTO patents with 853,638 reactions. Predict the reaction yield, written as a fraction of the theoretical maximum amount of product (1.0 means a 100% yield; for example, 0.34 means a 34% yield). (1) The reactants are [CH3:1][O:2][C:3]1[CH:4]=[C:5]2[C:10](=[C:11]([NH2:13])[CH:12]=1)[N:9]=[CH:8][CH:7]=[CH:6]2.Cl[S:15]([OH:18])(=O)=[O:16].CCN(C(C)C)C(C)C.[F:28][C:29]1[CH:35]=[CH:34][CH:33]=[C:32]([F:36])[C:30]=1[NH2:31]. No catalyst specified. The product is [F:28][C:29]1[CH:35]=[CH:34][CH:33]=[C:32]([F:36])[C:30]=1[NH:31][S:15]([NH:13][C:11]1[CH:12]=[C:3]([O:2][CH3:1])[CH:4]=[C:5]2[C:10]=1[N:9]=[CH:8][CH:7]=[CH:6]2)(=[O:18])=[O:16]. The yield is 0.0400. (2) The reactants are [H-].[Na+].[C:3]([O:7][C:8]([N:10]1[CH2:13][CH:12]([NH:14][C:15]2[CH:23]=[CH:22][C:21]([C:24]#[N:25])=[C:20]3[C:16]=2[CH:17]=[CH:18][N:19]3[C:26]([O:28][C:29]([CH3:32])([CH3:31])[CH3:30])=[O:27])[CH2:11]1)=[O:9])([CH3:6])([CH3:5])[CH3:4].I[CH3:34]. The catalyst is CN(C=O)C. The product is [C:29]([O:28][C:26]([N:19]1[C:20]2[C:16](=[C:15]([N:14]([CH:12]3[CH2:11][N:10]([C:8]([O:7][C:3]([CH3:6])([CH3:5])[CH3:4])=[O:9])[CH2:13]3)[CH3:34])[CH:23]=[CH:22][C:21]=2[C:24]#[N:25])[CH:17]=[CH:18]1)=[O:27])([CH3:32])([CH3:31])[CH3:30]. The yield is 0.711. (3) The product is [F:10][C:9]([F:11])([F:12])[CH:8]([C:13]([F:14])([F:15])[F:16])[CH:7]([NH2:17])[CH2:6][OH:5]. The catalyst is C1COCC1. The reactants are [BH4-].[Li+].C([O:5][C:6](=O)[CH:7]([NH2:17])[CH:8]([C:13]([F:16])([F:15])[F:14])[C:9]([F:12])([F:11])[F:10])C.Cl. The yield is 0.770.